Dataset: Reaction yield outcomes from USPTO patents with 853,638 reactions. Task: Predict the reaction yield, written as a fraction of the theoretical maximum amount of product (1.0 means a 100% yield; for example, 0.34 means a 34% yield). (1) The reactants are [C:1]1([C@@H:13]2[CH2:18][CH2:17][CH2:16][N:15](C(OC(C)(C)C)=O)[CH2:14]2)[N:5]2[C:6]3[CH:12]=[CH:11][NH:10][C:7]=3[N:8]=[CH:9][C:4]2=[CH:3][N:2]=1.O1CCOCC1.[ClH:32]. The catalyst is CCOCC. The product is [ClH:32].[NH:15]1[CH2:16][CH2:17][CH2:18][C@@H:13]([C:1]2[N:5]3[C:6]4[CH:12]=[CH:11][NH:10][C:7]=4[N:8]=[CH:9][C:4]3=[CH:3][N:2]=2)[CH2:14]1. The yield is 0.940. (2) The yield is 0.580. The reactants are [CH:1]1[CH:6]=[CH:5][C:4]([N:7]([C:14]2[CH:19]=[CH:18][C:17](Br)=[CH:16][CH:15]=2)[C:8]2[CH:13]=[CH:12][CH:11]=[CH:10][CH:9]=2)=[CH:3][CH:2]=1.C([Li])CCC.[B:26](OC)([O:29]C)[O:27]C.Cl. The catalyst is CCCCCC.O1CCCC1. The product is [C:4]1([N:7]([C:8]2[CH:13]=[CH:12][CH:11]=[CH:10][CH:9]=2)[C:14]2[CH:19]=[CH:18][C:17]([B:26]([OH:29])[OH:27])=[CH:16][CH:15]=2)[CH:5]=[CH:6][CH:1]=[CH:2][CH:3]=1. (3) The reactants are Br[C:2]1[C:3]([F:25])=[CH:4][C:5]2[O:14][CH2:13][CH2:12][N:11]3[C:7](=[N:8][C:9]([C:15]4[N:16]([CH:21]([CH3:23])[CH3:22])[N:17]=[C:18]([CH3:20])[N:19]=4)=[CH:10]3)[C:6]=2[CH:24]=1.[CH3:26][O:27][C:28](=[O:39])[C:29]([N:32]1[CH2:37][CH2:36][CH:35]([SH:38])[CH2:34][CH2:33]1)([CH3:31])[CH3:30].CC1(C)C2C(=C(P(C3C=CC=CC=3)C3C=CC=CC=3)C=CC=2)OC2C(P(C3C=CC=CC=3)C3C=CC=CC=3)=CC=CC1=2.CCN(C(C)C)C(C)C. The catalyst is O1CCOCC1.C(Cl)Cl.C1C=CC(/C=C/C(/C=C/C2C=CC=CC=2)=O)=CC=1.C1C=CC(/C=C/C(/C=C/C2C=CC=CC=2)=O)=CC=1.C1C=CC(/C=C/C(/C=C/C2C=CC=CC=2)=O)=CC=1.[Pd].[Pd]. The product is [CH3:26][O:27][C:28](=[O:39])[C:29]([N:32]1[CH2:33][CH2:34][CH:35]([S:38][C:2]2[C:3]([F:25])=[CH:4][C:5]3[O:14][CH2:13][CH2:12][N:11]4[C:7](=[N:8][C:9]([C:15]5[N:16]([CH:21]([CH3:23])[CH3:22])[N:17]=[C:18]([CH3:20])[N:19]=5)=[CH:10]4)[C:6]=3[CH:24]=2)[CH2:36][CH2:37]1)([CH3:31])[CH3:30]. The yield is 1.00. (4) The reactants are [Cl:1][C:2]1[N:10]=[CH:9][CH:8]=[CH:7][C:3]=1[C:4](O)=[O:5].C(Cl)(=O)C([Cl:14])=O. No catalyst specified. The product is [Cl:1][C:2]1[N:10]=[CH:9][CH:8]=[CH:7][C:3]=1[C:4]([Cl:14])=[O:5]. The yield is 0.980. (5) The reactants are [Cl:1][C:2]1[CH:3]=[C:4]([CH:8]=[CH:9][C:10]=1[CH3:11])[C:5]([OH:7])=[O:6].S(Cl)(Cl)=O.[CH3:16]O. No catalyst specified. The product is [Cl:1][C:2]1[CH:3]=[C:4]([CH:8]=[CH:9][C:10]=1[CH3:11])[C:5]([O:7][CH3:16])=[O:6]. The yield is 0.960. (6) The reactants are S(=O)(=O)(O)O.[I:6][C:7]1[CH:8]=[C:9]2[C:13](=[CH:14][CH:15]=1)[NH:12][C:11](=[O:16])C2=O.C(=O)([O-])O.[Na+].CO.CO[CH:27]([O:30][CH3:31])[O:28][CH3:29]. No catalyst specified. The product is [I:6][C:7]1[CH:15]=[C:14]2[C:13](=[CH:9][CH:8]=1)[NH:12][C:11](=[O:16])[C:27]2([O:28][CH3:29])[O:30][CH3:31]. The yield is 0.500. (7) The reactants are [NH2:1][C:2]1[C:3]2[C:13]([O:14][CH2:15][CH2:16][CH2:17][CH2:18][CH2:19][CH2:20][NH:21]C(=O)OC(C)(C)C)=[CH:12][CH:11]=[CH:10][C:4]=2[NH:5][S:6](=[O:9])(=[O:8])[N:7]=1.[ClH:29]. The catalyst is O1CCOCC1. The product is [Cl-:29].[NH2:1][C:2]1[C:3]2[C:13]([O:14][CH2:15][CH2:16][CH2:17][CH2:18][CH2:19][CH2:20][NH3+:21])=[CH:12][CH:11]=[CH:10][C:4]=2[NH:5][S:6](=[O:9])(=[O:8])[N:7]=1. The yield is 0.629. (8) The reactants are Br[C:2]1[CH:7]=[CH:6][CH:5]=[CH:4][C:3]=1[C:8]1[C:13]([O:14][CH3:15])=[CH:12][CH:11]=[CH:10][C:9]=1[O:16][CH3:17].C([Li])CCC.[P:23](Cl)([O:28][CH2:29][CH3:30])([O:25][CH2:26][CH3:27])=[O:24]. No catalyst specified. The product is [CH3:17][O:16][C:9]1[CH:10]=[CH:11][CH:12]=[C:13]([O:14][CH3:15])[C:8]=1[C:3]1[CH:4]=[CH:5][CH:6]=[CH:7][C:2]=1[P:23](=[O:24])([O:28][CH2:29][CH3:30])[O:25][CH2:26][CH3:27]. The yield is 0.650. (9) The reactants are BrC[CH2:3][CH2:4][CH2:5][C:6]([CH3:21])([C:15]1C=CC=CC=1)[CH2:7][O:8][CH:9]1[CH2:14][CH2:13][CH2:12][CH2:11][O:10]1.[Br:22]CCCC(C)(C)CO.O1C=CCCC1. The catalyst is ClCl.O.C1(C)C=CC(S(O)(=O)=O)=CC=1. The product is [Br:22][CH2:3][CH2:4][CH2:5][C:6]([CH3:21])([CH3:15])[CH2:7][O:8][CH:9]1[CH2:14][CH2:13][CH2:12][CH2:11][O:10]1. The yield is 0.900.